Dataset: Full USPTO retrosynthesis dataset with 1.9M reactions from patents (1976-2016). Task: Predict the reactants needed to synthesize the given product. (1) Given the product [C:25]([O-:33])(=[O:32])[C:26]1[CH:31]=[CH:30][CH:29]=[CH:28][CH:27]=1.[CH3:5][N+:6]12[CH2:13][CH2:12][CH:9]([CH2:10][CH2:11]1)[CH2:8][CH2:7]2, predict the reactants needed to synthesize it. The reactants are: C(=O)([O-])[O-].[CH3:5][N+:6]12[CH2:13][CH2:12][CH:9]([CH2:10][CH2:11]1)[CH2:8][CH2:7]2.[CH3:5][N+:6]12[CH2:13][CH2:12][CH:9]([CH2:10][CH2:11]1)[CH2:8][CH2:7]2.CO.[C:25]([OH:33])(=[O:32])[C:26]1[CH:31]=[CH:30][CH:29]=[CH:28][CH:27]=1.C(=O)=O.C(O)C. (2) Given the product [C:1]([O:5][C:6](=[O:7])[NH:8][CH2:9][C:10](=[O:12])[NH:27][C:28]1[CH:33]=[CH:21][CH:20]=[C:19]2[C:23]=1[CH:41]=[N:42][N:18]2[CH2:17][CH2:34][N:35]1[CH2:40][CH2:39][O:38][CH2:37][CH2:36]1)([CH3:2])([CH3:3])[CH3:4], predict the reactants needed to synthesize it. The reactants are: [C:1]([O:5][C:6]([NH:8][CH2:9][C:10]([OH:12])=O)=[O:7])([CH3:4])([CH3:3])[CH3:2].Cl.C(N=[C:17]=[N:18][C:19]([CH3:23])(C)[CH2:20][CH3:21])C.ON1C2C=CC=[CH:33][C:28]=2[N:27]=N1.[CH3:34][N:35]1[CH2:40][CH2:39][O:38][CH2:37][CH2:36]1.[CH3:41][N:42](C=O)C. (3) Given the product [Cl:1][CH2:2][CH2:3][C:5]1[CH:6]=[C:7]2[C:11](=[CH:12][CH:13]=1)[N:10]([CH3:14])[C:9](=[O:15])[CH2:8]2, predict the reactants needed to synthesize it. The reactants are: [Cl:1][CH2:2][C:3]([C:5]1[CH:6]=[C:7]2[C:11](=[CH:12][CH:13]=1)[N:10]([CH3:14])[C:9](=[O:15])[CH2:8]2)=O.C(O)(C(F)(F)F)=O.[SiH](CC)(CC)CC. (4) Given the product [F:42][C:39]([F:40])([F:41])[C:31]1[CH:30]=[C:29]([CH:34]=[C:33]([C:35]([F:36])([F:38])[F:37])[CH:32]=1)[CH2:28][N:21]([C:22]1[O:26][N:25]=[C:24]([CH3:27])[CH:23]=1)[CH:17]1[CH2:18][CH2:19][CH2:20][N:14]([CH2:13][CH:10]2[CH2:9][CH2:8][CH:7]([CH2:6][C:5]([OH:52])=[O:4])[CH2:12][CH2:11]2)[C:15]2[CH:46]=[C:45]([C:47]([F:49])([F:48])[F:50])[C:44]([CH3:51])=[CH:43][C:16]1=2, predict the reactants needed to synthesize it. The reactants are: [OH-].[Na+].C[O:4][C:5](=[O:52])[CH2:6][CH:7]1[CH2:12][CH2:11][CH:10]([CH2:13][N:14]2[CH2:20][CH2:19][CH2:18][CH:17]([N:21]([CH2:28][C:29]3[CH:34]=[C:33]([C:35]([F:38])([F:37])[F:36])[CH:32]=[C:31]([C:39]([F:42])([F:41])[F:40])[CH:30]=3)[C:22]3[O:26][N:25]=[C:24]([CH3:27])[CH:23]=3)[C:16]3[CH:43]=[C:44]([CH3:51])[C:45]([C:47]([F:50])([F:49])[F:48])=[CH:46][C:15]2=3)[CH2:9][CH2:8]1.Cl. (5) Given the product [Cl:19][C:15]1[CH:14]=[C:13]([CH:12]2[CH2:30][C:29](=[O:31])[NH:28][CH:27]([C:25]3[CH:26]=[C:21]([F:20])[CH:22]=[CH:23][C:24]=3[CH3:36])[C:5]32[C:4]2[C:8](=[CH:9][CH:10]=[C:2]([F:1])[CH:3]=2)[NH:7][C:6]3=[O:11])[CH:18]=[CH:17][CH:16]=1, predict the reactants needed to synthesize it. The reactants are: [F:1][C:2]1[CH:3]=[C:4]2[C:8](=[CH:9][CH:10]=1)[NH:7][C:6](=[O:11])/[C:5]/2=[CH:12]\[C:13]1[CH:18]=[CH:17][CH:16]=[C:15]([Cl:19])[CH:14]=1.[F:20][C:21]1[CH:22]=[CH:23][C:24]([CH3:36])=[C:25]([CH:27]=[N:28][C:29]([O:31][Si](C)(C)C)=[CH2:30])[CH:26]=1. (6) Given the product [ClH:25].[CH3:24][C:20]1[N:19]([C:17]2[CH:16]=[N:15][C:13]3[CH2:14][NH:8][CH2:9][CH2:10][O:11][C:12]=3[N:18]=2)[CH:23]=[CH:22][N:21]=1, predict the reactants needed to synthesize it. The reactants are: C([N:8]1[CH2:14][C:13]2[N:15]=[CH:16][C:17]([N:19]3[CH:23]=[CH:22][N:21]=[C:20]3[CH3:24])=[N:18][C:12]=2[O:11][CH2:10][CH2:9]1)C1C=CC=CC=1.[ClH:25].